Dataset: Peptide-MHC class I binding affinity with 185,985 pairs from IEDB/IMGT. Task: Regression. Given a peptide amino acid sequence and an MHC pseudo amino acid sequence, predict their binding affinity value. This is MHC class I binding data. (1) The peptide sequence is FMNDLQVSR. The MHC is HLA-A02:01 with pseudo-sequence HLA-A02:01. The binding affinity (normalized) is 0.192. (2) The peptide sequence is LLSTSNVIT. The MHC is HLA-A02:02 with pseudo-sequence HLA-A02:02. The binding affinity (normalized) is 0.408. (3) The binding affinity (normalized) is 0.423. The peptide sequence is FLVFVKPTT. The MHC is HLA-A02:01 with pseudo-sequence HLA-A02:01. (4) The peptide sequence is AENLWVTVYY. The MHC is HLA-B18:01 with pseudo-sequence HLA-B18:01. The binding affinity (normalized) is 0.491. (5) The peptide sequence is TRYPLTFGW. The MHC is HLA-B58:01 with pseudo-sequence HLA-B58:01. The binding affinity (normalized) is 0. (6) The peptide sequence is WLGHPFTPV. The MHC is HLA-A24:03 with pseudo-sequence HLA-A24:03. The binding affinity (normalized) is 0.0847. (7) The peptide sequence is SIQFFGER. The binding affinity (normalized) is 0.0641. The MHC is H-2-Db with pseudo-sequence H-2-Db. (8) The peptide sequence is VFHLYLQYIR. The MHC is HLA-A33:01 with pseudo-sequence HLA-A33:01. The binding affinity (normalized) is 0.523. (9) The peptide sequence is CRLIRGKMTL. The MHC is HLA-B27:05 with pseudo-sequence HLA-B27:05. The binding affinity (normalized) is 0.582.